This data is from Full USPTO retrosynthesis dataset with 1.9M reactions from patents (1976-2016). The task is: Predict the reactants needed to synthesize the given product. Given the product [CH2:1]([O:5][C:6]([N:8]1[CH2:9][CH2:10][N:11]([C:14](=[O:44])[C@@H:15]([NH:25][C:26]([C:28]2[CH:37]=[C:36]([O:38][CH2:39][C:40]([N:70]3[CH2:71][CH2:72][CH2:73][C@H:69]3[C:67](=[O:68])[NH:66][CH:62]3[CH2:63][CH2:64][CH2:65]3)=[O:42])[C:35]3[C:30](=[CH:31][C:32]([CH3:43])=[CH:33][CH:34]=3)[CH:29]=2)=[O:27])[CH2:16][CH2:17][C:18]([O:20][C:21]([CH3:23])([CH3:22])[CH3:24])=[O:19])[CH2:12][CH2:13]1)=[O:7])[CH2:2][CH2:3][CH3:4], predict the reactants needed to synthesize it. The reactants are: [CH2:1]([O:5][C:6]([N:8]1[CH2:13][CH2:12][N:11]([C:14](=[O:44])[C@@H:15]([NH:25][C:26]([C:28]2[CH:37]=[C:36]([O:38][CH2:39][C:40]([OH:42])=O)[C:35]3[C:30](=[CH:31][C:32]([CH3:43])=[CH:33][CH:34]=3)[CH:29]=2)=[O:27])[CH2:16][CH2:17][C:18]([O:20][C:21]([CH3:24])([CH3:23])[CH3:22])=[O:19])[CH2:10][CH2:9]1)=[O:7])[CH2:2][CH2:3][CH3:4].C(Cl)CCl.FC1C(O)=C(F)C(F)=C(F)C=1F.Cl.[CH:62]1([NH:66][C:67]([C@@H:69]2[CH2:73][CH2:72][CH2:71][NH:70]2)=[O:68])[CH2:65][CH2:64][CH2:63]1.